This data is from Full USPTO retrosynthesis dataset with 1.9M reactions from patents (1976-2016). The task is: Predict the reactants needed to synthesize the given product. (1) Given the product [C:12]([O:16][C:17]([N:19]1[CH2:24][CH2:23][N:22]([C:1](=[O:3])[C:4]2[CH:11]=[CH:10][C:7]([CH:8]=[O:9])=[CH:6][CH:5]=2)[CH2:21][CH2:20]1)=[O:18])([CH3:15])([CH3:13])[CH3:14], predict the reactants needed to synthesize it. The reactants are: [C:1]([C:4]1[CH:11]=[CH:10][C:7]([CH:8]=[O:9])=[CH:6][CH:5]=1)([OH:3])=O.[C:12]([O:16][C:17]([N:19]1[CH2:24][CH2:23][NH:22][CH2:21][CH2:20]1)=[O:18])([CH3:15])([CH3:14])[CH3:13].CCN=C=NCCCN(C)C.Cl.C1C=CC2N(O)N=NC=2C=1. (2) Given the product [NH:26]1[C:34]2[C:29](=[CH:30][CH:31]=[C:32]([NH:35][C:2]3[C:11]4[NH:12][N:13]=[CH:14][C:10]=4[C:9]4[CH:8]=[C:7]([O:24][CH3:25])[CH:6]=[CH:5][C:4]=4[N:3]=3)[CH:33]=2)[CH:28]=[CH:27]1, predict the reactants needed to synthesize it. The reactants are: Cl[C:2]1[C:11]2=[N:12][N:13](CC3C=CC(OC)=CC=3)[CH:14]=[C:10]2[C:9]2[CH:8]=[C:7]([O:24][CH3:25])[CH:6]=[CH:5][C:4]=2[N:3]=1.[NH:26]1[C:34]2[C:29](=[CH:30][CH:31]=[C:32]([NH2:35])[CH:33]=2)[CH:28]=[CH:27]1.Cl. (3) Given the product [Cl:12][C:13]1[N:18]=[C:17]([NH:11][C:8]2[CH:7]=[C:6]([CH:1]3[CH2:2][CH2:3][CH2:4][CH2:5]3)[NH:10][N:9]=2)[CH:16]=[C:15]([CH3:20])[N:14]=1, predict the reactants needed to synthesize it. The reactants are: [CH:1]1([C:6]2[NH:10][N:9]=[C:8]([NH2:11])[CH:7]=2)[CH2:5][CH2:4][CH2:3][CH2:2]1.[Cl:12][C:13]1[N:18]=[C:17](Cl)[CH:16]=[C:15]([CH3:20])[N:14]=1.O.CC([O-])=O.[K+]. (4) Given the product [CH2:27]([O:26][C:25](=[O:29])[C:24]#[C:23][C:21]1[CH:20]=[N:19][CH:18]=[C:17]([S:14]([CH3:13])(=[O:15])=[O:16])[CH:22]=1)[CH3:28], predict the reactants needed to synthesize it. The reactants are: O.C1(C)C=CC(S(O)(=O)=O)=CC=1.[CH3:13][S:14]([C:17]1[CH:18]=[N:19][CH:20]=[C:21]([C:23]#[C:24][C:25](OCC)([O:29]CC)[O:26][CH2:27][CH3:28])[CH:22]=1)(=[O:16])=[O:15]. (5) Given the product [NH:23]1[C:31]2[C:26](=[CH:27][CH:28]=[C:29]([CH:32]=[O:33])[CH:30]=2)[CH:25]=[CH:24]1, predict the reactants needed to synthesize it. The reactants are: CC(OI1(OC(C)=O)(OC(C)=O)OC(=O)C2C1=CC=CC=2)=O.[NH:23]1[C:31]2[C:26](=[CH:27][CH:28]=[C:29]([CH2:32][OH:33])[CH:30]=2)[CH:25]=[CH:24]1.[OH-].[Na+]. (6) Given the product [CH2:1]([NH:3][C:4]([C:6]1[CH:7]=[CH:8][C:9]2[C:10](=[C:33]3[CH2:32][CH2:31][NH:30][CH2:35][CH2:34]3)[C:11]3[C:16]([O:17][C:18]=2[CH:19]=1)=[CH:15][CH:14]=[CH:13][CH:12]=3)=[O:5])[CH3:2], predict the reactants needed to synthesize it. The reactants are: [CH2:1]([N:3](CC)[C:4]([C:6]1[CH:7]=[CH:8][C:9]2[C:10](=O)[C:11]3[C:16]([O:17][C:18]=2[CH:19]=1)=[CH:15][CH:14]=[CH:13][CH:12]=3)=[O:5])[CH3:2].C([N:30]1[CH2:35][CH2:34][CH2:33][CH2:32][C:31]1=O)(OC(C)(C)C)=O. (7) Given the product [CH3:9][O:8][C:6]1[CH:5]=[CH:4][N:3]=[C:2]([C:16]2[CH:15]=[C:14]3[C:19](=[CH:18][CH:17]=2)[N:11]([CH3:10])[N:12]=[CH:13]3)[N:7]=1, predict the reactants needed to synthesize it. The reactants are: Cl[C:2]1[N:7]=[C:6]([O:8][CH3:9])[CH:5]=[CH:4][N:3]=1.[CH3:10][N:11]1[C:19]2[C:14](=[CH:15][C:16](B(O)O)=[CH:17][CH:18]=2)[CH:13]=[N:12]1.C([O-])([O-])=O.[K+].[K+]. (8) Given the product [CH:15]([O:14][C:12](=[O:13])[CH2:11][CH2:10][CH2:9][CH2:8][CH2:7][CH2:6][CH2:5][CH2:4][CH2:3][CH2:2][CH3:1])=[CH2:16], predict the reactants needed to synthesize it. The reactants are: [CH3:1][CH2:2][CH2:3][CH2:4][CH2:5][CH2:6][CH2:7][CH2:8][CH2:9][CH2:10][CH2:11][C:12]([O:14][CH2:15][CH:16](O)COC(CCCCCCCCCCC)=O)=[O:13].